This data is from Full USPTO retrosynthesis dataset with 1.9M reactions from patents (1976-2016). The task is: Predict the reactants needed to synthesize the given product. (1) Given the product [CH3:9][C:10]1[CH:16]=[CH:15][CH:14]=[C:13]([CH3:17])[C:11]=1[NH:12][C:6](=[O:7])[CH2:5][C:1]([CH3:4])([CH3:3])[CH3:2], predict the reactants needed to synthesize it. The reactants are: [C:1]([CH2:5][C:6](Cl)=[O:7])([CH3:4])([CH3:3])[CH3:2].[CH3:9][C:10]1[CH:16]=[CH:15][CH:14]=[C:13]([CH3:17])[C:11]=1[NH2:12].C(N(CC)CC)C.C(OCC)(=O)C. (2) Given the product [C:21]([O:20][C:18]([N:6]1[CH2:7][CH2:8][C@@H:9]([O:10][Si:11]([C:14]([CH3:17])([CH3:16])[CH3:15])([CH3:13])[CH3:12])[C@:5]1([CH2:3][OH:2])[CH3:25])=[O:19])([CH3:24])([CH3:23])[CH3:22], predict the reactants needed to synthesize it. The reactants are: C[O:2][C:3]([C@:5]1([CH3:25])[C@H:9]([O:10][Si:11]([C:14]([CH3:17])([CH3:16])[CH3:15])([CH3:13])[CH3:12])[CH2:8][CH2:7][N:6]1[C:18]([O:20][C:21]([CH3:24])([CH3:23])[CH3:22])=[O:19])=O.[Li+].[B-](CC)(CC)CC. (3) The reactants are: [NH2:1][C@H:2]1[C:10]2[C:5](=[C:6]([C:11]3[N:15]=[C:14]([C:16]4[CH:17]=[CH:18][C:19]([O:24][CH:25]([CH3:27])[CH3:26])=[C:20]([CH:23]=4)[C:21]#[N:22])[O:13][N:12]=3)[CH:7]=[CH:8][CH:9]=2)[CH2:4][CH2:3]1.CC(O)C.[CH2:32]([CH:34]1[O:36][CH2:35]1)[Cl:33]. Given the product [Cl:33][CH2:32][CH:34]([OH:36])[CH2:35][NH:1][C@H:2]1[C:10]2[C:5](=[C:6]([C:11]3[N:15]=[C:14]([C:16]4[CH:17]=[CH:18][C:19]([O:24][CH:25]([CH3:27])[CH3:26])=[C:20]([CH:23]=4)[C:21]#[N:22])[O:13][N:12]=3)[CH:7]=[CH:8][CH:9]=2)[CH2:4][CH2:3]1, predict the reactants needed to synthesize it. (4) Given the product [F:19][C:20]1[C:28]([O:29][CH2:2][C:3]2[S:7][N:6]=[C:5]([C:8]3[CH:13]=[CH:12][C:11]([O:14][C:15]([F:18])([F:17])[F:16])=[CH:10][CH:9]=3)[N:4]=2)=[CH:27][CH:26]=[C:25]([F:30])[C:21]=1[C:22]([NH2:24])=[O:23], predict the reactants needed to synthesize it. The reactants are: Br[CH2:2][C:3]1[S:7][N:6]=[C:5]([C:8]2[CH:13]=[CH:12][C:11]([O:14][C:15]([F:18])([F:17])[F:16])=[CH:10][CH:9]=2)[N:4]=1.[F:19][C:20]1[C:28]([OH:29])=[CH:27][CH:26]=[C:25]([F:30])[C:21]=1[C:22]([NH2:24])=[O:23].C(=O)([O-])[O-].[K+].[K+]. (5) The reactants are: [C:1]([C:3]1[C:4]([NH2:10])=[N:5][C:6]([NH2:9])=[CH:7][CH:8]=1)#[CH:2].[F:11][C:12]1[CH:17]=[C:16]([CH2:18][O:19][C:20]2[CH:25]=[CH:24][CH:23]=[CH:22][N:21]=2)[CH:15]=[CH:14][C:13]=1[CH2:26][C:27](Cl)=[N:28][OH:29].C(N(CC)CC)C. Given the product [F:11][C:12]1[CH:17]=[C:16]([CH2:18][O:19][C:20]2[CH:25]=[CH:24][CH:23]=[CH:22][N:21]=2)[CH:15]=[CH:14][C:13]=1[CH2:26][C:27]1[CH:2]=[C:1]([C:3]2[C:4]([NH2:10])=[N:5][C:6]([NH2:9])=[CH:7][CH:8]=2)[O:29][N:28]=1, predict the reactants needed to synthesize it.